From a dataset of Forward reaction prediction with 1.9M reactions from USPTO patents (1976-2016). Predict the product of the given reaction. (1) Given the reactants [Cl-].COC1N=C(OC)N=C([N+]2(C)CCOCC2)N=1.[Cl:19][C:20]1[CH:21]=[C:22]([NH:35][C:36]2[CH:41]=[CH:40][CH:39]=[CH:38][C:37]=2[NH:42][C:43](=[O:49])[CH2:44][CH2:45][C:46](O)=[O:47])[CH:23]=[CH:24][C:25]=1[C:26](=[O:34])[C:27]1[CH:32]=[CH:31][CH:30]=[CH:29][C:28]=1[CH3:33].[O:50]([CH2:57][CH2:58][CH2:59][CH2:60][NH2:61])[C:51]1[CH:56]=[CH:55][CH:54]=[CH:53][CH:52]=1.Cl, predict the reaction product. The product is: [Cl:19][C:20]1[CH:21]=[C:22]([NH:35][C:36]2[CH:41]=[CH:40][CH:39]=[CH:38][C:37]=2[NH:42][C:43](=[O:49])[CH2:44][CH2:45][C:46]([NH:61][CH2:60][CH2:59][CH2:58][CH2:57][O:50][C:51]2[CH:56]=[CH:55][CH:54]=[CH:53][CH:52]=2)=[O:47])[CH:23]=[CH:24][C:25]=1[C:26](=[O:34])[C:27]1[CH:32]=[CH:31][CH:30]=[CH:29][C:28]=1[CH3:33]. (2) The product is: [F:37][C:11]1[C:12]([CH2:13][C:14]2[C:22]3[C:17](=[N:18][CH:19]=[CH:20][CH:21]=3)[N:16]([Si:23]([CH:27]([CH3:29])[CH3:28])([CH:24]([CH3:26])[CH3:25])[CH:30]([CH3:32])[CH3:31])[CH:15]=2)=[CH:33][C:34]([O:35][CH3:36])=[C:9]([OH:8])[CH:10]=1. Given the reactants C([O:8][C:9]1[C:34]([O:35][CH3:36])=[CH:33][C:12]([CH2:13][C:14]2[C:22]3[C:17](=[N:18][CH:19]=[CH:20][CH:21]=3)[N:16]([Si:23]([CH:30]([CH3:32])[CH3:31])([CH:27]([CH3:29])[CH3:28])[CH:24]([CH3:26])[CH3:25])[CH:15]=2)=[C:11]([F:37])[CH:10]=1)C1C=CC=CC=1, predict the reaction product.